Dataset: Peptide-MHC class II binding affinity with 134,281 pairs from IEDB. Task: Regression. Given a peptide amino acid sequence and an MHC pseudo amino acid sequence, predict their binding affinity value. This is MHC class II binding data. (1) The peptide sequence is LVDANGTLHDKKSMG. The MHC is DRB1_0101 with pseudo-sequence DRB1_0101. The binding affinity (normalized) is 0.283. (2) The binding affinity (normalized) is 0.616. The peptide sequence is TDVFYKETSYTTTIK. The MHC is DRB1_0101 with pseudo-sequence DRB1_0101. (3) The peptide sequence is AFKVAATAANAAPAT. The MHC is HLA-DPA10103-DPB10301 with pseudo-sequence HLA-DPA10103-DPB10301. The binding affinity (normalized) is 0.808. (4) The peptide sequence is EPGHLAPTGMFVAGA. The MHC is HLA-DQA10102-DQB10602 with pseudo-sequence HLA-DQA10102-DQB10602. The binding affinity (normalized) is 0.601. (5) The peptide sequence is KNVLKVGRLSAEELM. The MHC is DRB1_1501 with pseudo-sequence DRB1_1501. The binding affinity (normalized) is 0.247. (6) The peptide sequence is HKGIVIKSKKKGSTP. The MHC is DRB1_0101 with pseudo-sequence DRB1_0101. The binding affinity (normalized) is 0.0507. (7) The peptide sequence is ATSLDTMTQMNQAFR. The MHC is DRB1_1302 with pseudo-sequence DRB1_1302. The binding affinity (normalized) is 0.0943. (8) The peptide sequence is LMIMKSNQKNMFLKV. The MHC is DRB1_0802 with pseudo-sequence DRB1_0802. The binding affinity (normalized) is 0.